Dataset: Forward reaction prediction with 1.9M reactions from USPTO patents (1976-2016). Task: Predict the product of the given reaction. (1) Given the reactants [Br:1][C:2]1[CH:3]=[C:4]([NH:8][C:9]2[C:21]3[C:20]4[C:15](=[CH:16][CH:17]=[CH:18][CH:19]=4)[NH:14][C:13]=3[N:12]=[C:11]([NH:22]C(=O)C(C)(C)C)[N:10]=2)[CH:5]=[CH:6][CH:7]=1.[OH-].[Na+], predict the reaction product. The product is: [Br:1][C:2]1[CH:3]=[C:4]([NH:8][C:9]2[C:21]3[C:20]4[C:15](=[CH:16][CH:17]=[CH:18][CH:19]=4)[NH:14][C:13]=3[N:12]=[C:11]([NH2:22])[N:10]=2)[CH:5]=[CH:6][CH:7]=1. (2) Given the reactants [Cl:1][C:2]1[CH:7]=[CH:6][CH:5]=[CH:4][C:3]=1[NH:8][CH:9]1[CH2:14][CH2:13][N:12]([C:15](=[O:39])[CH2:16][NH:17][C:18]([C:20]2[CH:24]=[C:23]([C:25]3[CH:30]=[CH:29][CH:28]=[CH:27][C:26]=3[O:31]CC3C=CC=CC=3)[NH:22][N:21]=2)=[O:19])[CH2:11][CH2:10]1, predict the reaction product. The product is: [Cl:1][C:2]1[CH:7]=[CH:6][CH:5]=[CH:4][C:3]=1[NH:8][CH:9]1[CH2:14][CH2:13][N:12]([C:15](=[O:39])[CH2:16][NH:17][C:18]([C:20]2[CH:24]=[C:23]([C:25]3[CH:30]=[CH:29][CH:28]=[CH:27][C:26]=3[OH:31])[NH:22][N:21]=2)=[O:19])[CH2:11][CH2:10]1. (3) Given the reactants [Br:1][C:2]1[CH:3]=[CH:4][C:5]([CH:8]=O)=[N:6][CH:7]=1.[NH2:10][C:11]1[CH:16]=[CH:15][CH:14]=[CH:13][CH:12]=1.[P:17]([O-:32])([O:25][C:26]1[CH:31]=[CH:30][CH:29]=[CH:28][CH:27]=1)[O:18][C:19]1[CH:24]=[CH:23][CH:22]=[CH:21][CH:20]=1.P([O-])([O-])[O-], predict the reaction product. The product is: [Br:1][C:2]1[CH:3]=[CH:4][C:5]([CH:8]([P:17](=[O:32])([O:25][C:26]2[CH:31]=[CH:30][CH:29]=[CH:28][CH:27]=2)[O:18][C:19]2[CH:20]=[CH:21][CH:22]=[CH:23][CH:24]=2)[NH:10][C:11]2[CH:16]=[CH:15][CH:14]=[CH:13][CH:12]=2)=[N:6][CH:7]=1.